This data is from Forward reaction prediction with 1.9M reactions from USPTO patents (1976-2016). The task is: Predict the product of the given reaction. (1) Given the reactants [CH3:1][CH:2]([CH3:28])[CH:3]([NH:15][C:16]([CH:18]1[CH2:22][CH:21]([CH2:23][CH2:24][CH2:25][CH2:26][CH3:27])[CH2:20][NH:19]1)=[O:17])[CH:4]1[CH:9]([OH:10])[CH:8]([OH:11])[CH:7]([OH:12])[CH:6]([S:13][CH3:14])[O:5]1.[CH2:29]([N:31](CC)CC)[CH3:30].BrCC#N, predict the reaction product. The product is: [CH3:1][CH:2]([CH3:28])[CH:3]([NH:15][C:16]([CH:18]1[CH2:22][CH:21]([CH2:23][CH2:24][CH2:25][CH2:26][CH3:27])[CH2:20][N:19]1[CH2:30][C:29]#[N:31])=[O:17])[CH:4]1[CH:9]([OH:10])[CH:8]([OH:11])[CH:7]([OH:12])[CH:6]([S:13][CH3:14])[O:5]1. (2) Given the reactants Br[C:2]1[C:10]2[C:5](=[CH:6][CH:7]=[C:8]([CH:11]3[C:16]([C:17]#[N:18])=[C:15]([CH3:19])[NH:14][C:13]4[CH2:20][O:21][C:22](=[O:23])[C:12]3=4)[CH:9]=2)[NH:4][N:3]=1.[CH3:24][CH:25]([O:27][C:28]1[N:33]=[CH:32][C:31](B(O)O)=[CH:30][CH:29]=1)[CH3:26].C(=O)(O)[O-].[Na+], predict the reaction product. The product is: [CH3:19][C:15]1[NH:14][C:13]2[CH2:20][O:21][C:22](=[O:23])[C:12]=2[CH:11]([C:8]2[CH:9]=[C:10]3[C:5](=[CH:6][CH:7]=2)[NH:4][N:3]=[C:2]3[C:31]2[CH:32]=[N:33][C:28]([O:27][CH:25]([CH3:26])[CH3:24])=[CH:29][CH:30]=2)[C:16]=1[C:17]#[N:18]. (3) Given the reactants [CH3:1][C:2]1[C:7]([N+:8]([O-:10])=[O:9])=[CH:6][N:5]=[C:4]([NH2:11])[CH:3]=1.CO[CH:14]([N:17]([CH3:19])[CH3:18])OC, predict the reaction product. The product is: [CH3:14][N:17]([CH3:19])/[CH:18]=[CH:1]/[C:2]1[C:7]([N+:8]([O-:10])=[O:9])=[CH:6][N:5]=[C:4]([N:11]=[CH:14][N:17]([CH3:19])[CH3:18])[CH:3]=1. (4) Given the reactants [CH:1]([C:4]1[CH:9]=[CH:8][CH:7]=[C:6]([CH:10]([CH3:12])[CH3:11])[C:5]=1[OH:13])([CH3:3])[CH3:2].Br[CH2:15][Cl:16].[OH-].[Na+].O1CCCC1, predict the reaction product. The product is: [Cl:16][CH2:15][O:13][C:5]1[C:4]([CH:1]([CH3:3])[CH3:2])=[CH:9][CH:8]=[CH:7][C:6]=1[CH:10]([CH3:12])[CH3:11]. (5) Given the reactants [NH:1]1[CH:5]=[CH:4][CH:3]=[C:2]1[CH:6]=[O:7].[N+:8]([CH3:11])([O-:10])=[O:9], predict the reaction product. The product is: [NH:1]1[CH:5]=[CH:4][CH:3]=[CH:2]1.[N+:8]([CH2:11][C:6](=[O:7])[CH2:2][CH2:3][CH2:4][CH3:5])([O-:10])=[O:9].[N+:8](/[CH:11]=[CH:6]/[C:2]1[NH:1][CH:5]=[CH:4][CH:3]=1)([O-:10])=[O:9]. (6) The product is: [CH2:1]([NH:19][CH2:22][CH2:21][C:20]([OH:24])=[O:23])[CH2:2][CH2:3][CH2:4][CH2:5][CH2:6][CH2:7][CH2:8][CH:9]=[CH:10][CH2:11][CH2:12][CH2:13][CH2:14][CH2:15][CH2:16][CH2:17][CH3:18]. Given the reactants [CH2:1]([NH2:19])[CH2:2][CH2:3][CH2:4][CH2:5][CH2:6][CH2:7][CH2:8]/[CH:9]=[CH:10]\[CH2:11][CH2:12][CH2:13][CH2:14][CH2:15][CH2:16][CH2:17][CH3:18].[C:20]([OH:24])(=[O:23])[CH:21]=[CH2:22], predict the reaction product.